Dataset: Forward reaction prediction with 1.9M reactions from USPTO patents (1976-2016). Task: Predict the product of the given reaction. (1) Given the reactants [N:1]1[CH:2]=[CH:3][N:4]2[CH:9]=[CH:8][CH:7]=[CH:6][C:5]=12.[Cl-].[Al+3].[Cl-].[Cl-].[C:14](OC(=O)C)(=[O:16])[CH3:15].[OH-].[Na+], predict the reaction product. The product is: [N:1]1[CH:2]=[C:3]([C:14](=[O:16])[CH3:15])[N:4]2[CH:9]=[CH:8][CH:7]=[CH:6][C:5]=12. (2) Given the reactants [CH2:1]([O:3][C:4](=[O:9])[CH2:5][NH:6][CH:7]=[O:8])[CH3:2].CN1C=CN=C1.[C:16](Cl)(=[O:32])[CH2:17][CH2:18][CH2:19][CH2:20][CH2:21][CH2:22][CH2:23][CH2:24][CH2:25][CH2:26][CH2:27][CH2:28][CH2:29][CH2:30][CH3:31].C(N(CCCC)CCCC)CCC, predict the reaction product. The product is: [CH:7]([NH:6][CH:5]([C:16](=[O:32])[CH2:17][CH2:18][CH2:19][CH2:20][CH2:21][CH2:22][CH2:23][CH2:24][CH2:25][CH2:26][CH2:27][CH2:28][CH2:29][CH2:30][CH3:31])[C:4]([O:3][CH2:1][CH3:2])=[O:9])=[O:8]. (3) Given the reactants [O:1]=[C:2]1[NH:6][C:5]2[CH:7]=[CH:8][C:9]([C:11]([OH:13])=O)=[CH:10][C:4]=2[O:3]1.C[N:15](C)C=O.S(Cl)(Cl)=O.[OH-].[NH4+], predict the reaction product. The product is: [O:1]=[C:2]1[NH:6][C:5]2[CH:7]=[CH:8][C:9]([C:11]([NH2:15])=[O:13])=[CH:10][C:4]=2[O:3]1. (4) Given the reactants [F:1][C:2]1[CH:3]=[CH:4][C:5]([C:17]2[CH:18]=[N:19][C:20]([C:23]([F:26])([F:25])[F:24])=[CH:21][CH:22]=2)=[N:6][C:7]=1[CH:8]=[N:9][C@H:10]([CH:14]([CH3:16])[CH3:15])[CH:11]([OH:13])[CH3:12].[H][H], predict the reaction product. The product is: [F:1][C:2]1[CH:3]=[CH:4][C:5]([C:17]2[CH:18]=[N:19][C:20]([C:23]([F:26])([F:24])[F:25])=[CH:21][CH:22]=2)=[N:6][C:7]=1[CH2:8][NH:9][C@H:10]([CH:14]([CH3:15])[CH3:16])[CH:11]([OH:13])[CH3:12]. (5) Given the reactants [Br:1][C:2]1[CH:7]=[CH:6][C:5]([N:8]2[C:19]3[C:11](=[C:12]4[N:16]([C:17](=[O:21])[C:18]=3[CH3:20])[CH2:15][CH2:14][CH2:13]4)[NH:10][C:9]2=[O:22])=[C:4]([F:23])[CH:3]=1.[CH2:24]([C:27]1([S:30](Cl)(=[O:32])=[O:31])[CH2:29][CH2:28]1)[CH:25]=[CH2:26].CO, predict the reaction product. The product is: [CH2:24]([C:27]1([S:30]([N:10]2[C:11]3[C:19](=[C:18]([CH3:20])[C:17](=[O:21])[N:16]4[C:12]=3[CH2:13][CH2:14][CH2:15]4)[N:8]([C:5]3[CH:6]=[CH:7][C:2]([Br:1])=[CH:3][C:4]=3[F:23])[C:9]2=[O:22])(=[O:32])=[O:31])[CH2:29][CH2:28]1)[CH:25]=[CH2:26].